This data is from Peptide-MHC class II binding affinity with 134,281 pairs from IEDB. The task is: Regression. Given a peptide amino acid sequence and an MHC pseudo amino acid sequence, predict their binding affinity value. This is MHC class II binding data. (1) The peptide sequence is GRRYELETNLQHRDG. The MHC is DRB5_0101 with pseudo-sequence DRB5_0101. The binding affinity (normalized) is 0.601. (2) The peptide sequence is GELQIVDKIPAAFKI. The MHC is DRB1_0701 with pseudo-sequence DRB1_0701. The binding affinity (normalized) is 0.569. (3) The binding affinity (normalized) is 0.208. The MHC is DRB1_0101 with pseudo-sequence DRB1_0101. The peptide sequence is AINIFNVEKYGAVGD. (4) The peptide sequence is GELQIVDKIDALFKI. The MHC is DRB4_0101 with pseudo-sequence DRB4_0103. The binding affinity (normalized) is 0.703. (5) The peptide sequence is GARYLEFEALGFLNE. The MHC is DRB5_0101 with pseudo-sequence DRB5_0101. The binding affinity (normalized) is 0.595. (6) The peptide sequence is ERIFKRFDTNGDGKI. The MHC is DRB1_0802 with pseudo-sequence DRB1_0802. The binding affinity (normalized) is 0.518. (7) The binding affinity (normalized) is 0.584. The MHC is DRB3_0101 with pseudo-sequence DRB3_0101. The peptide sequence is GELQDVDKIDAAFKI. (8) The peptide sequence is PHHTALRQAILCWGELMTLA. The MHC is DRB1_1302 with pseudo-sequence DRB1_1302. The binding affinity (normalized) is 0.